Task: Predict the reactants needed to synthesize the given product.. Dataset: Full USPTO retrosynthesis dataset with 1.9M reactions from patents (1976-2016) (1) The reactants are: [C:1]([O:5][C:6](=[O:43])[CH2:7][CH2:8][NH:9][C:10](=[O:42])[C:11]1[CH:16]=[CH:15][C:14]([O:17][CH:18]([C:26]2[CH:31]=[CH:30][C:29]([C:32]3[CH:37]=[CH:36][C:35]([C:38]([F:41])([F:40])[F:39])=[CH:34][CH:33]=3)=[CH:28][CH:27]=2)[CH2:19][CH:20]2[CH2:25][CH2:24][CH2:23][CH2:22][CH2:21]2)=[CH:13][CH:12]=1)([CH3:4])([CH3:3])[CH3:2].[H-].[Na+].[CH3:46]I. Given the product [C:1]([O:5][C:6](=[O:43])[CH2:7][CH2:8][N:9]([C:10](=[O:42])[C:11]1[CH:12]=[CH:13][C:14]([O:17][CH:18]([C:26]2[CH:27]=[CH:28][C:29]([C:32]3[CH:37]=[CH:36][C:35]([C:38]([F:41])([F:40])[F:39])=[CH:34][CH:33]=3)=[CH:30][CH:31]=2)[CH2:19][CH:20]2[CH2:21][CH2:22][CH2:23][CH2:24][CH2:25]2)=[CH:15][CH:16]=1)[CH3:46])([CH3:4])([CH3:2])[CH3:3], predict the reactants needed to synthesize it. (2) Given the product [N:1]1[CH:6]=[CH:5][CH:4]=[C:3]([C:7]2([C:8]([O:10][CH2:11][CH3:12])=[O:9])[CH2:16][CH2:15][CH2:14]2)[CH:2]=1, predict the reactants needed to synthesize it. The reactants are: [N:1]1[CH:6]=[CH:5][CH:4]=[C:3]([CH2:7][C:8]([O:10][CH2:11][CH3:12])=[O:9])[CH:2]=1.Br[CH2:14][CH2:15][CH2:16]Br. (3) Given the product [C:5]1([C:11]2[C:23]([CH:24]([OH:25])[C:26]3[N:31]=[C:30]([C:32]([O:34][CH3:35])=[O:33])[CH:29]=[CH:28][CH:27]=3)=[C:14]3[CH:15]=[CH:16][C:17]([C:19]([F:22])([F:21])[F:20])=[CH:18][N:13]3[N:12]=2)[CH:10]=[CH:9][CH:8]=[CH:7][CH:6]=1, predict the reactants needed to synthesize it. The reactants are: CO.[BH4-].[Na+].[C:5]1([C:11]2[C:23]([C:24]([C:26]3[N:31]=[C:30]([C:32]([O:34][CH3:35])=[O:33])[CH:29]=[CH:28][CH:27]=3)=[O:25])=[C:14]3[CH:15]=[CH:16][C:17]([C:19]([F:22])([F:21])[F:20])=[CH:18][N:13]3[N:12]=2)[CH:10]=[CH:9][CH:8]=[CH:7][CH:6]=1.[Cl-].[NH4+]. (4) Given the product [CH3:14][O:13][C:9]1[CH:8]=[C:5]([CH:4]=[C:3]([O:2][CH3:1])[C:10]=1[O:11][CH3:12])[CH2:6][NH:7][C:17]([NH2:18])=[O:16], predict the reactants needed to synthesize it. The reactants are: [CH3:1][O:2][C:3]1[CH:4]=[C:5]([CH:8]=[C:9]([O:13][CH3:14])[C:10]=1[O:11][CH3:12])[CH2:6][NH2:7].Cl.[O-:16][C:17]#[N:18].[K+]. (5) The reactants are: [Br:1][C:2]1[CH:7]=[CH:6][N:5]=[C:4]([CH3:8])[CH:3]=1.[CH3:9][O:10][C:11]1[CH:20]=[CH:19][C:14]([C:15](OC)=[O:16])=[CH:13][CH:12]=1.C[Si]([N-][Si](C)(C)C)(C)C.[Li+].[Cl-].[NH4+]. Given the product [Br:1][C:2]1[CH:7]=[CH:6][N:5]=[C:4]([CH2:8][C:15]([C:14]2[CH:19]=[CH:20][C:11]([O:10][CH3:9])=[CH:12][CH:13]=2)=[O:16])[CH:3]=1, predict the reactants needed to synthesize it. (6) Given the product [C:24]([NH:23][C:5]([CH2:11][C:12]1[C:20]2[C:15](=[C:16]([F:22])[CH:17]=[C:18]([F:21])[CH:19]=2)[NH:14][CH:13]=1)([C:6]([OH:8])=[O:7])[C:4]([OH:27])=[O:3])(=[O:26])[CH3:25], predict the reactants needed to synthesize it. The reactants are: C([O:3][C:4](=[O:27])[C:5]([NH:23][C:24](=[O:26])[CH3:25])([CH2:11][C:12]1[C:20]2[C:15](=[C:16]([F:22])[CH:17]=[C:18]([F:21])[CH:19]=2)[NH:14][CH:13]=1)[C:6]([O:8]CC)=[O:7])C.[OH-].[Na+].Cl.